Task: Predict which catalyst facilitates the given reaction.. Dataset: Catalyst prediction with 721,799 reactions and 888 catalyst types from USPTO (1) Reactant: [CH2:1]1[CH2:24][O:23][C:3]2([CH2:8][CH2:7][C@H:6]3[C@H:9]4[C@H:19]([CH2:20][CH2:21][C@:4]23[CH3:5])[C@:17]2([CH3:18])[C:12]([CH:13]=[CH:14][CH2:15][CH2:16]2)=[CH:11][C:10]4=[O:22])[O:2]1.ClC1C=C(C=CC=1)C(OO)=[O:30]. Product: [O:30]1[C@H:13]2[C:12]3[C@:17]([CH3:18])([CH2:16][CH2:15][C@@H:14]12)[C@@H:19]1[C@H:9]([C@H:6]2[C@@:4]([CH2:21][CH2:20]1)([CH3:5])[C:3]1([O:2][CH2:1][CH2:24][O:23]1)[CH2:8][CH2:7]2)[C:10](=[O:22])[CH:11]=3. The catalyst class is: 22. (2) Reactant: [Cl:1][C:2]1[CH:3]=[C:4]2[C:8](=[CH:9][CH:10]=1)[N:7]([CH2:11][CH:12]1[CH2:14][CH2:13]1)[CH:6]=[C:5]2[C:15]1[O:16][CH:17]=[C:18]([C:20]([OH:22])=O)[N:19]=1.Cl.C(N=C=N)C.ON1C2C=CC=CC=2N=N1.[O:39]1[CH2:44][CH2:43][CH:42]([NH2:45])[CH2:41][CH2:40]1. Product: [Cl:1][C:2]1[CH:3]=[C:4]2[C:8](=[CH:9][CH:10]=1)[N:7]([CH2:11][CH:12]1[CH2:13][CH2:14]1)[CH:6]=[C:5]2[C:15]1[O:16][CH:17]=[C:18]([C:20]([NH:45][CH:42]2[CH2:43][CH2:44][O:39][CH2:40][CH2:41]2)=[O:22])[N:19]=1. The catalyst class is: 2.